Predict the product of the given reaction. From a dataset of Forward reaction prediction with 1.9M reactions from USPTO patents (1976-2016). (1) The product is: [ClH:13].[NH2:2][C:3]1[C:12]2[C:7](=[CH:8][C:9]([Cl:13])=[CH:10][CH:11]=2)[CH:6]([C:14]2[CH:19]=[CH:18][CH:17]=[CH:16][C:15]=2[NH2:20])[CH2:5][N:4]=1. Given the reactants Cl.[NH2:2][C:3]1[C:12]2[C:7](=[CH:8][C:9]([Cl:13])=[CH:10][CH:11]=2)[CH:6]([C:14]2[CH:19]=[CH:18][CH:17]=[CH:16][C:15]=2[N+:20]([O-])=O)[CH2:5][N:4]=1.CCCCCCC.N.Cl, predict the reaction product. (2) The product is: [F:5][C:6]1[C:14]([N+:1]([O-:4])=[O:2])=[CH:13][CH:12]=[C:11]2[C:7]=1[CH2:8][CH2:9][N:10]2[C:15](=[O:17])[CH3:16]. Given the reactants [N+:1]([O-:4])(O)=[O:2].[F:5][C:6]1[CH:14]=[CH:13][CH:12]=[C:11]2[C:7]=1[CH2:8][CH2:9][N:10]2[C:15](=[O:17])[CH3:16].C(=O)(O)[O-].[Na+], predict the reaction product. (3) Given the reactants [NH2:1][CH2:2][C:3]1[C:12](=[O:13])[C:11]2[C:6](=[CH:7][C:8]([Cl:14])=[CH:9][CH:10]=2)[N:5]([C:15]2[CH:20]=[CH:19][CH:18]=[CH:17][CH:16]=2)[CH:4]=1.[S:21]1[C:25]2[CH:26]=[CH:27][C:28]([C:30](O)=[O:31])=[CH:29][C:24]=2[N:23]=[CH:22]1, predict the reaction product. The product is: [Cl:14][C:8]1[CH:7]=[C:6]2[C:11]([C:12](=[O:13])[C:3]([CH2:2][NH:1][C:30]([C:28]3[CH:27]=[CH:26][C:25]4[S:21][CH:22]=[N:23][C:24]=4[CH:29]=3)=[O:31])=[CH:4][N:5]2[C:15]2[CH:16]=[CH:17][CH:18]=[CH:19][CH:20]=2)=[CH:10][CH:9]=1. (4) Given the reactants [Cl:1][C:2]1[CH:17]=[CH:16][C:15]([O:18][CH3:19])=[CH:14][C:3]=1[NH:4][C:5]1[CH:13]=[CH:12][CH:11]=[CH:10][C:6]=1[C:7]([OH:9])=[O:8].N1C=CC=CC=1.Cl[C:27](=[O:33])[C:28]([O:30]CC)=[O:29].Cl, predict the reaction product. The product is: [C:28]([C:27]([N:4]([C:5]1[CH:13]=[CH:12][CH:11]=[CH:10][C:6]=1[C:7]([OH:9])=[O:8])[C:3]1[CH:14]=[C:15]([O:18][CH3:19])[CH:16]=[CH:17][C:2]=1[Cl:1])=[O:33])([OH:30])=[O:29]. (5) Given the reactants [CH3:1][O:2][C:3]([CH:5]1[CH2:10][CH2:9][CH2:8][CH:7]([CH2:11][CH2:12][C:13]([O:15][C:16]([CH3:19])([CH3:18])[CH3:17])=[O:14])[NH:6]1)=[O:4].C(N(CC)CC)C.[CH3:27][C:28]([O:31][C:32](O[C:32]([O:31][C:28]([CH3:30])([CH3:29])[CH3:27])=[O:33])=[O:33])([CH3:30])[CH3:29], predict the reaction product. The product is: [CH3:1][O:2][C:3]([CH:5]1[CH2:10][CH2:9][CH2:8][CH:7]([CH2:11][CH2:12][C:13]([O:15][C:16]([CH3:19])([CH3:18])[CH3:17])=[O:14])[N:6]1[C:32]([O:31][C:28]([CH3:30])([CH3:29])[CH3:27])=[O:33])=[O:4].